This data is from Forward reaction prediction with 1.9M reactions from USPTO patents (1976-2016). The task is: Predict the product of the given reaction. (1) Given the reactants C([Li])CCC.CC1(C)CCCC(C)(C)N1.[CH3:16][C:17]1[O:18][C:19]([C:22]2[CH:27]=[CH:26][C:25]([C:28]([F:31])([F:30])[F:29])=[CH:24][CH:23]=2)=[N:20][N:21]=1.[CH3:32][C:33]([CH3:37])([CH3:36])[CH:34]=[O:35], predict the reaction product. The product is: [CH3:32][C:33]([CH3:37])([CH3:36])[CH:34]([OH:35])[CH2:16][C:17]1[O:18][C:19]([C:22]2[CH:23]=[CH:24][C:25]([C:28]([F:31])([F:29])[F:30])=[CH:26][CH:27]=2)=[N:20][N:21]=1. (2) Given the reactants [Cl:1][C:2]1[N:3]=[C:4]2[C:9](=[CH:10][CH:11]=1)[N:8]=[CH:7][C:6]([C:12](=[O:14])[CH3:13])=[C:5]2[NH:15][C@H:16]1[CH2:21][CH2:20][C@H:19]([CH2:22][N:23]([CH3:25])[CH3:24])[CH2:18][CH2:17]1.[Cl:26][C:27]1[CH:28]=[C:29](B(O)O)[CH:30]=[C:31]([Cl:35])[C:32]=1[O:33][CH3:34].C1(N)C(F)=C(F)C(F)=C(N)C=1F.Cl.Cl, predict the reaction product. The product is: [ClH:1].[ClH:26].[Cl:26][C:27]1[CH:28]=[C:29]([C:2]2[N:3]=[C:4]3[C:9](=[CH:10][CH:11]=2)[N:8]=[CH:7][C:6]([C:12](=[O:14])[CH3:13])=[C:5]3[NH:15][C@H:16]2[CH2:21][CH2:20][C@H:19]([CH2:22][N:23]([CH3:25])[CH3:24])[CH2:18][CH2:17]2)[CH:30]=[C:31]([Cl:35])[C:32]=1[O:33][CH3:34]. (3) The product is: [CH:11]1([C:10]2[C:9]3[C:4](=[CH:5][C:6]([C:17]([O:19][CH3:20])=[O:18])=[CH:7][CH:8]=3)[N:3]([CH2:21][CH2:22][C:23]([O:25][CH3:26])=[O:24])[C:2]=2[C:36]2[CH:37]=[CH:38][CH:39]=[CH:40][C:35]=2[CH:33]=[O:34])[CH2:16][CH2:15][CH2:14][CH2:13][CH2:12]1. Given the reactants Br[C:2]1[N:3]([CH2:21][CH2:22][C:23]([O:25][CH3:26])=[O:24])[C:4]2[C:9]([C:10]=1[CH:11]1[CH2:16][CH2:15][CH2:14][CH2:13][CH2:12]1)=[CH:8][CH:7]=[C:6]([C:17]([O:19][CH3:20])=[O:18])[CH:5]=2.C([O-])([O-])=O.[Na+].[Na+].[CH:33]([C:35]1[CH:40]=[CH:39][CH:38]=[CH:37][C:36]=1B(O)O)=[O:34], predict the reaction product. (4) Given the reactants [Cl:1][C:2]1[CH:17]=[CH:16][C:5]([C:6]([N:8]([CH3:15])[C@@H:9]([CH:12]([CH3:14])[CH3:13])[CH:10]=O)=[O:7])=[CH:4][CH:3]=1.[NH:18]1[CH2:23][CH2:22][CH:21]([OH:24])[CH2:20][CH2:19]1.C(O)(=O)C.[B-]C#N.[Na+], predict the reaction product. The product is: [Cl:1][C:2]1[CH:17]=[CH:16][C:5]([C:6]([N:8]([C@@H:9]([CH:12]([CH3:14])[CH3:13])[CH2:10][N:18]2[CH2:23][CH2:22][CH:21]([OH:24])[CH2:20][CH2:19]2)[CH3:15])=[O:7])=[CH:4][CH:3]=1. (5) Given the reactants [F:1][C:2]([F:21])([F:20])[C:3]1[CH:8]=[CH:7][C:6]([C:9]2[CH:10]=[C:11]3[C:16](=[CH:17][CH:18]=2)[NH:15][C:14](=[O:19])[CH2:13][CH2:12]3)=[CH:5][CH:4]=1.[OH-].[Na+].[C:24]([O:28][CH2:29][CH3:30])(=[O:27])[CH:25]=[CH2:26], predict the reaction product. The product is: [O:19]=[C:14]1[CH2:13][CH2:12][C:11]2[C:16](=[CH:17][CH:18]=[C:9]([C:6]3[CH:5]=[CH:4][C:3]([C:2]([F:1])([F:20])[F:21])=[CH:8][CH:7]=3)[CH:10]=2)[N:15]1[CH2:26][CH2:25][C:24]([O:28][CH2:29][CH3:30])=[O:27]. (6) The product is: [OH-:23].[NH4+:1].[CH3:24][O:23][C:20]1[CH:21]=[C:22]2[C:17](=[CH:18][CH:19]=1)[N:16]([CH3:25])[CH:15]=[C:14]2[C:12]1[N:11]([CH2:26][O:27][CH2:28][CH2:29][Si:30]([CH3:31])([CH3:33])[CH3:32])[C:8]2=[N:9][CH:10]=[C:5]([CH2:4][NH2:1])[N:6]=[C:7]2[CH:13]=1. Given the reactants [N:1]([CH2:4][C:5]1[N:6]=[C:7]2[CH:13]=[C:12]([C:14]3[C:22]4[C:17](=[CH:18][CH:19]=[C:20]([O:23][CH3:24])[CH:21]=4)[N:16]([CH3:25])[CH:15]=3)[N:11]([CH2:26][O:27][CH2:28][CH2:29][Si:30]([CH3:33])([CH3:32])[CH3:31])[C:8]2=[N:9][CH:10]=1)=[N+]=[N-].C1(P(C2C=CC=CC=2)C2C=CC=CC=2)C=CC=CC=1.O, predict the reaction product. (7) Given the reactants [F:1][C:2]([F:29])([F:28])[C:3]1[CH:8]=[CH:7][C:6](/[CH:9]=[CH:10]/[CH:11]=[CH:12]/[C@H:13]2[CH2:18][CH2:17][C@H:16]([S:19][CH2:20][C:21]3[CH:26]=[CH:25][C:24]([Cl:27])=[CH:23][CH:22]=3)[CH2:15][CH2:14]2)=[CH:5][CH:4]=1.ClC1C=CC=C(C(OO)=[O:38])C=1.S([O-])([O-])=O.[Na+].[Na+].C(OCC)(=O)C, predict the reaction product. The product is: [F:29][C:2]([F:1])([F:28])[C:3]1[CH:4]=[CH:5][C:6](/[CH:9]=[CH:10]/[CH:11]=[CH:12]/[C@H:13]2[CH2:14][CH2:15][C@H:16]([S:19]([CH2:20][C:21]3[CH:22]=[CH:23][C:24]([Cl:27])=[CH:25][CH:26]=3)=[O:38])[CH2:17][CH2:18]2)=[CH:7][CH:8]=1.